Dataset: Reaction yield outcomes from USPTO patents with 853,638 reactions. Task: Predict the reaction yield, written as a fraction of the theoretical maximum amount of product (1.0 means a 100% yield; for example, 0.34 means a 34% yield). (1) The reactants are [Cl:1][C:2]1[C:3]([OH:40])=[C:4]([S:9]([N:12]([CH2:26][C:27]2[CH:32]=[CH:31][C:30]([C:33]3[CH:38]=[CH:37][C:36]([F:39])=[CH:35][CH:34]=3)=[CH:29][CH:28]=2)[CH2:13][C:14]2[CH:19]=[CH:18][CH:17]=[C:16]([CH2:20][NH:21][CH2:22][CH:23]([CH3:25])[CH3:24])[CH:15]=2)(=[O:11])=[O:10])[CH:5]=[C:6]([Cl:8])[CH:7]=1.[CH:41]1[CH:46]=[CH:45][C:44]([C:47]2[C:52]([N:53]=[C:54]=[O:55])=[CH:51][CH:50]=[CH:49][CH:48]=2)=[CH:43][CH:42]=1. The catalyst is C1COCC1. The product is [C:47]1([C:44]2[CH:45]=[CH:46][CH:41]=[CH:42][CH:43]=2)[CH:48]=[CH:49][CH:50]=[CH:51][C:52]=1[NH:53][C:54](=[O:55])[N:21]([CH2:20][C:16]1[CH:15]=[C:14]([CH:19]=[CH:18][CH:17]=1)[CH2:13][N:12]([CH2:26][C:27]1[CH:32]=[CH:31][C:30]([C:33]2[CH:34]=[CH:35][C:36]([F:39])=[CH:37][CH:38]=2)=[CH:29][CH:28]=1)[S:9]([C:4]1[CH:5]=[C:6]([Cl:8])[CH:7]=[C:2]([Cl:1])[C:3]=1[OH:40])(=[O:11])=[O:10])[CH2:22][CH:23]([CH3:25])[CH3:24]. The yield is 0.600. (2) The reactants are [Cl:1][C:2]1[CH:8]=[CH:7][C:5]([NH2:6])=[C:4]([I:9])[CH:3]=1.[CH:10]1[CH:15]=[CH:14][C:13]([CH:16](Br)[C:17]2[CH:22]=[CH:21][CH:20]=[CH:19][CH:18]=2)=[CH:12][CH:11]=1.CCN(C(C)C)C(C)C. The catalyst is CN(C=O)C. The product is [CH:16]([NH:6][C:5]1[CH:7]=[CH:8][C:2]([Cl:1])=[CH:3][C:4]=1[I:9])([C:13]1[CH:14]=[CH:15][CH:10]=[CH:11][CH:12]=1)[C:17]1[CH:22]=[CH:21][CH:20]=[CH:19][CH:18]=1. The yield is 0.970. (3) The reactants are Cl[C:2]1[CH:7]=[CH:6][C:5]([Cl:8])=[CH:4][N:3]=1.C(N(C(C)C)CC)(C)C.[NH2:18][CH2:19][C:20]([NH2:23])([CH3:22])[CH3:21]. No catalyst specified. The product is [NH2:23][C:20]([CH3:22])([CH3:21])[CH2:19][NH:18][C:2]1[CH:7]=[CH:6][C:5]([Cl:8])=[CH:4][N:3]=1. The yield is 0.0800.